This data is from Full USPTO retrosynthesis dataset with 1.9M reactions from patents (1976-2016). The task is: Predict the reactants needed to synthesize the given product. (1) Given the product [NH2:49][C:2]1[CH:3]=[C:4]2[C@@:13]3([CH2:17][O:16][C:15]([NH:18][C:22](=[O:23])[O:24][C:32]([CH3:35])([CH3:34])[CH3:33])=[N:14]3)[C:10]3([CH2:12][CH2:11]3)[C:9]([CH3:25])([CH3:26])[O:8][C:5]2=[CH:6][CH:7]=1, predict the reactants needed to synthesize it. The reactants are: Br[C:2]1[CH:3]=[C:4]2[C@@:13]3([CH2:17][O:16][C:15]([N:18]([C:22]([O-:24])=[O:23])C([O-])=O)=[N:14]3)[C:10]3([CH2:12][CH2:11]3)[C:9]([CH3:26])([CH3:25])[O:8][C:5]2=[CH:6][CH:7]=1.F[B-](F)(F)F.[C:32]([PH+]([C:32]([CH3:35])([CH3:34])[CH3:33])[C:32]([CH3:35])([CH3:34])[CH3:33])([CH3:35])([CH3:34])[CH3:33].C[Si]([N-:49][Si](C)(C)C)(C)C.[Li+]. (2) Given the product [CH:1]([O:4][C:5]1[CH:10]=[C:9]([CH3:11])[CH:8]=[CH:7][C:6]=1[CH2:15][NH:16][C:22]([NH:29][C:30]1[C:35]2[O:36][CH2:37][C:38](=[O:40])[NH:39][C:34]=2[CH:33]=[CH:32][CH:31]=1)=[O:23])([CH3:3])[CH3:2], predict the reactants needed to synthesize it. The reactants are: [CH:1]([O:4][C:5]1[CH:10]=[C:9]([C:11](F)(F)F)[CH:8]=[CH:7][C:6]=1[CH2:15][NH2:16])([CH3:3])[CH3:2].C1N=CN([C:22](N2C=NC=C2)=[O:23])C=1.[NH2:29][C:30]1[C:35]2[O:36][CH2:37][C:38](=[O:40])[NH:39][C:34]=2[CH:33]=[CH:32][CH:31]=1. (3) Given the product [CH3:20][CH:15]([N:14]([CH2:24][CH:23]([CH2:21][CH3:22])[CH2:26][CH2:27][CH2:28][CH3:29])[C:11]1[CH:12]=[CH:13][C:8]([N:7]([CH:2]([CH3:1])[CH2:3][CH:4]([CH3:5])[CH3:6])[CH2:24][CH:23]([CH2:21][CH3:22])[CH2:26][CH2:27][CH2:28][CH3:29])=[CH:9][CH:10]=1)[CH2:16][CH:17]([CH3:19])[CH3:18], predict the reactants needed to synthesize it. The reactants are: [CH3:1][CH:2]([NH:7][C:8]1[CH:13]=[CH:12][C:11]([NH:14][CH:15]([CH3:20])[CH2:16][CH:17]([CH3:19])[CH3:18])=[CH:10][CH:9]=1)[CH2:3][CH:4]([CH3:6])[CH3:5].[CH2:21]([CH:23]([CH2:26][CH2:27][CH2:28][CH3:29])[CH:24]=O)[CH3:22].[Na].C(=O)([O-])[O-].[Na+].[Na+]. (4) Given the product [NH:42]1[CH2:43][CH2:44][O:45][CH2:46][C@H:41]1[C:39]1[NH:40][C:36]([C:33]2[CH:32]=[CH:31][C:30]([C:27]3[CH:28]=[CH:29][C:24]([C:21]4[NH:20][C:19]([C@@H:17]5[CH2:18][N:12]6[C:13]7[CH:14]([C@@H:6]([NH:5][C:3](=[O:4])[O:2][CH3:1])[CH2:7][CH2:8][C:9]=7[CH:10]=[CH:11]6)[C:15](=[O:54])[CH2:16]5)=[N:23][CH:22]=4)=[CH:25][CH:26]=3)=[CH:35][CH:34]=2)=[CH:37][N:38]=1, predict the reactants needed to synthesize it. The reactants are: [CH3:1][O:2][C:3]([NH:5][C@@H:6]1[CH:14]2[C:15](=[O:54])[CH2:16][C@H:17]([C:19]3[NH:20][C:21]([C:24]4[CH:29]=[CH:28][C:27]([C:30]5[CH:35]=[CH:34][C:33]([C:36]6[NH:40][C:39]([C@@H:41]7[CH2:46][O:45][CH2:44][CH2:43][N:42]7C(OC(C)(C)C)=O)=[N:38][CH:37]=6)=[CH:32][CH:31]=5)=[CH:26][CH:25]=4)=[CH:22][N:23]=3)[CH2:18][N:12]3[C:13]2=[C:9]([CH:10]=[CH:11]3)[CH2:8][CH2:7]1)=[O:4].C(O)(C(F)(F)F)=O.